This data is from Full USPTO retrosynthesis dataset with 1.9M reactions from patents (1976-2016). The task is: Predict the reactants needed to synthesize the given product. (1) Given the product [CH2:9]([C:4]1[CH:3]=[C:2]([C:16]#[C:15][Si:12]([CH3:14])([CH3:13])[CH3:11])[CH:7]=[CH:6][C:5]=1[F:8])[CH3:10], predict the reactants needed to synthesize it. The reactants are: Br[C:2]1[CH:7]=[CH:6][C:5]([F:8])=[C:4]([CH2:9][CH3:10])[CH:3]=1.[CH3:11][Si:12]([C:15]#[CH:16])([CH3:14])[CH3:13].[Li+].[Cl-].C(N(CC)CC)C. (2) Given the product [CH3:30][CH:2]([CH3:1])[C@H:3]([C:24]1[CH:29]=[CH:28][CH:27]=[CH:26][N:25]=1)[C:4]([NH:6][C@@H:7]1[CH:15]2[C:16](=[O:23])[CH2:17][C@H:18]([C:20]([NH:37][CH2:36][C:34]3[N:33]=[N:32][NH:31][CH:35]=3)=[O:21])[CH2:19][N:13]3[C:14]2=[C:10]([CH:11]=[CH:12]3)[CH2:9][CH2:8]1)=[O:5], predict the reactants needed to synthesize it. The reactants are: [CH3:1][CH:2]([CH3:30])[C@H:3]([C:24]1[CH:29]=[CH:28][CH:27]=[CH:26][N:25]=1)[C:4]([NH:6][C@@H:7]1[CH:15]2[C:16](=[O:23])[CH2:17][C@H:18]([C:20](O)=[O:21])[CH2:19][N:13]3[C:14]2=[C:10]([CH:11]=[CH:12]3)[CH2:9][CH2:8]1)=[O:5].[NH:31]1[CH:35]=[C:34]([CH2:36][NH2:37])[N:33]=[N:32]1. (3) Given the product [Br:1][C:2]1[CH:3]=[CH:4][C:5]([O:22][CH2:21][CH:16]2[O:15][C:14]3=[N:13][C:12]([N+:9]([O-:11])=[O:10])=[CH:20][N:19]3[CH2:18][CH2:17]2)=[N:6][CH:7]=1, predict the reactants needed to synthesize it. The reactants are: [Br:1][C:2]1[CH:3]=[CH:4][C:5](F)=[N:6][CH:7]=1.[N+:9]([C:12]1[N:13]=[C:14]2[N:19]([CH:20]=1)[CH2:18][CH2:17][CH:16]([CH2:21][OH:22])[O:15]2)([O-:11])=[O:10].[H-].[Na+].C(=O)=O.CC(C)=O. (4) Given the product [CH3:10][C:7]1[CH:6]=[C:5]([CH2:4][N:1]2[C:2](=[O:3])[N:17]3[CH:16]=[N:15][C:14]([C:18]([NH2:20])=[O:19])=[C:13]3[N:11]=[N:12]2)[O:9][N:8]=1, predict the reactants needed to synthesize it. The reactants are: [N:1]([CH2:4][C:5]1[O:9][N:8]=[C:7]([CH3:10])[CH:6]=1)=[C:2]=[O:3].[N+:11](=[C:13]1[N:17]=[CH:16][N:15]=[C:14]1[C:18]([NH2:20])=[O:19])=[N-:12].